From a dataset of Full USPTO retrosynthesis dataset with 1.9M reactions from patents (1976-2016). Predict the reactants needed to synthesize the given product. (1) Given the product [NH2:16][C:13]1[CH:12]=[CH:11][C:10]([C:8](=[O:9])[CH2:7][N:6]2[C:5](=[O:19])[C:4]([C:23]3[CH:28]=[CH:27][CH:26]=[CH:25][CH:24]=3)([CH2:20][CH2:21][CH3:22])[N:3]=[C:2]2[CH3:1])=[CH:15][CH:14]=1, predict the reactants needed to synthesize it. The reactants are: [CH3:1][C:2]1[N:6]([CH2:7][C:8]([C:10]2[CH:15]=[CH:14][C:13]([N+:16]([O-])=O)=[CH:12][CH:11]=2)=[O:9])[C:5](=[O:19])[C:4]([C:23]2[CH:28]=[CH:27][CH:26]=[CH:25][CH:24]=2)([CH2:20][CH2:21][CH3:22])[N:3]=1.O.O.Cl[Sn]Cl.[OH-].[Na+]. (2) Given the product [CH3:17][S:27]([C:11]1[N:10]=[C:9]([CH:5]2[CH2:6][CH2:7][CH2:8][CH:3]([CH2:1][CH3:2])[CH2:4]2)[S:13][N:12]=1)(=[O:30])=[O:28], predict the reactants needed to synthesize it. The reactants are: [CH2:1]([CH:3]1[CH2:8][CH2:7][CH2:6][CH:5]([C:9]2[S:13][N:12]=[C:11](SC)[N:10]=2)[CH2:4]1)[CH3:2].Cl[C:17]1C=C(C=CC=1)C(OO)=O.[S:27]([O-:30])(O)=[O:28].[Na+]. (3) The reactants are: [CH2:1]([NH:7][C@H:8]([C:13]([OH:15])=O)[C:9]([CH3:12])([CH3:11])[CH3:10])[CH2:2][CH2:3][CH2:4][CH:5]=[CH2:6].CCN(C(C)C)C(C)C.CN(C(ON1N=NC2C=CC=NC1=2)=[N+](C)C)C.F[P-](F)(F)(F)(F)F.[Cl-].[Br:50][C:51]1[CH:52]=[C:53]([C:57]2[CH:62]=[CH:61][CH:60]=[C:59]([CH2:63][O:64][C@H:65]3[CH2:69][NH2+:68][C@H:67]([C:70]([O:72][CH3:73])=[O:71])[CH2:66]3)[CH:58]=2)[CH:54]=[CH:55][CH:56]=1. Given the product [CH2:1]([NH:7][C@H:8]([C:13]([N:68]1[CH2:69][C@H:65]([O:64][CH2:63][C:59]2[CH:58]=[C:57]([C:53]3[CH:54]=[CH:55][CH:56]=[C:51]([Br:50])[CH:52]=3)[CH:62]=[CH:61][CH:60]=2)[CH2:66][C@H:67]1[C:70]([O:72][CH3:73])=[O:71])=[O:15])[C:9]([CH3:10])([CH3:11])[CH3:12])[CH2:2][CH2:3][CH2:4][CH:5]=[CH2:6], predict the reactants needed to synthesize it. (4) Given the product [F:19][C:2]([F:18])([F:1])[S:3]([O:6][C:7]1[CH:16]=[CH:15][C:14]2[CH2:13][CH2:12][CH:11]([O:17][Si:25]([C:28]([CH3:31])([CH3:30])[CH3:29])([CH3:27])[CH3:26])[CH2:10][C:9]=2[CH:8]=1)(=[O:4])=[O:5], predict the reactants needed to synthesize it. The reactants are: [F:1][C:2]([F:19])([F:18])[S:3]([O:6][C:7]1[CH:16]=[CH:15][C:14]2[CH2:13][CH2:12][CH:11]([OH:17])[CH2:10][C:9]=2[CH:8]=1)(=[O:5])=[O:4].N1C=CN=C1.[Si:25](Cl)([C:28]([CH3:31])([CH3:30])[CH3:29])([CH3:27])[CH3:26]. (5) Given the product [Cl:19][C:12]1[CH:13]=[C:14]([C:15]([F:18])([F:17])[F:16])[C:8]2[C:9]([CH:11]=1)=[N:10][N:6]([CH2:5][C:2]([NH:1][C:32](=[O:33])[C:31]1[CH:30]=[CH:29][C:28]([O:21][C:22]3[CH:27]=[CH:26][CH:25]=[CH:24][CH:23]=3)=[CH:36][CH:35]=1)([C:3]#[N:4])[CH3:20])[N:7]=2, predict the reactants needed to synthesize it. The reactants are: [NH2:1][C:2]([CH3:20])([CH2:5][N:6]1[N:10]=[C:9]2[CH:11]=[C:12]([Cl:19])[CH:13]=[C:14]([C:15]([F:18])([F:17])[F:16])[C:8]2=[N:7]1)[C:3]#[N:4].[O:21]([C:28]1[CH:36]=[CH:35][C:31]([C:32](Cl)=[O:33])=[CH:30][CH:29]=1)[C:22]1[CH:27]=[CH:26][CH:25]=[CH:24][CH:23]=1. (6) Given the product [C:65]([O:69][C:70]1[CH:71]=[C:72]([C@@H:1]([OH:4])[CH2:21][OH:28])[C:73]2[S:77][C:76]([O:78][CH:79]([CH3:80])[CH3:81])=[N:75][C:74]=2[CH:82]=1)([CH3:66])([CH3:67])[CH3:68].[C:17]([O:30][CH2:31][CH3:40])(=[O:2])[CH3:16].[CH3:7][CH2:8][CH2:9][CH:14]([CH3:15])[CH3:13], predict the reactants needed to synthesize it. The reactants are: [C:1]([O-:4])([O-])=[O:2].[K+].[K+].[CH3:7][CH2:8][C@@H:9]1[C@@H:14]2[CH2:15][C@H:16]([C@@H:17]([O:30][C:31]3[C:40]4[C:40](=CC=CC=4)[C:31]([O:30][C@@H:17](C4C=CN=C5C=4C=[C:21]([O:28]C)C=C5)[C@@H:16]4N5C[C@H:9]([CH2:8][CH3:7])[C@@H:14]([CH2:13]C5)[CH2:15]4)=NN=3)C3C=CN=C4C=3C=[C:21]([O:28]C)C=C4)N(C[CH2:13]2)C1.[C:65]([O:69][C:70]1[CH:71]=[C:72](C=C)[C:73]2[S:77][C:76]([O:78][CH:79]([CH3:81])[CH3:80])=[N:75][C:74]=2[CH:82]=1)([CH3:68])([CH3:67])[CH3:66]. (7) Given the product [CH2:1]([N:3]([CH3:14])[C:4]1[CH:9]=[CH:8][C:7]([NH2:10])=[C:6]([CH3:13])[N:5]=1)[CH3:2], predict the reactants needed to synthesize it. The reactants are: [CH2:1]([N:3]([CH3:14])[C:4]1[CH:9]=[CH:8][C:7]([N+:10]([O-])=O)=[C:6]([CH3:13])[N:5]=1)[CH3:2]. (8) Given the product [F:32][C:31]([F:34])([F:33])[S:28]([O:11][C:7]1[CH:8]=[CH:9][CH:10]=[C:5]([C:1]([CH3:4])([CH3:2])[CH3:3])[CH:6]=1)(=[O:30])=[O:29], predict the reactants needed to synthesize it. The reactants are: [C:1]([C:5]1[CH:6]=[C:7]([OH:11])[CH:8]=[CH:9][CH:10]=1)([CH3:4])([CH3:3])[CH3:2].C(N(C(C)C)C(C)C)C.C1C=CC(N([S:28]([C:31]([F:34])([F:33])[F:32])(=[O:30])=[O:29])[S:28]([C:31]([F:34])([F:33])[F:32])(=[O:30])=[O:29])=CC=1.